This data is from Full USPTO retrosynthesis dataset with 1.9M reactions from patents (1976-2016). The task is: Predict the reactants needed to synthesize the given product. (1) Given the product [C@@H:6]1([C:24]2[CH:29]=[CH:28][C:27]([Cl:30])=[C:26]([CH2:31][C:32]3[S:33][C:34]([C:37]4[CH:42]=[CH:41][C:49]([C:48]([OH:51])=[O:50])=[CH:39][CH:38]=4)=[CH:35][CH:36]=3)[CH:25]=2)[O:7][C@H:8]([CH2:19][OH:20])[C@@H:9]([OH:15])[C@H:10]([OH:11])[C@H:5]1[OH:4], predict the reactants needed to synthesize it. The reactants are: C([O:4][C@@H:5]1[C@@H:10]([O:11]C(=O)C)[C@H:9]([O:15]C(=O)C)[C@@H:8]([CH2:19][O:20]C(=O)C)[O:7][C@H:6]1[C:24]1[CH:29]=[CH:28][C:27]([Cl:30])=[C:26]([CH2:31][C:32]2[S:33][C:34]([C:37]3[CH:42]=[CH:41]C(C#N)=[CH:39][CH:38]=3)=[CH:35][CH:36]=2)[CH:25]=1)(=O)C.Cl.[OH-].[Na+].[C:48]([OH:51])(=[O:50])[CH3:49]. (2) Given the product [OH:39][C:36]1[CH:37]=[CH:38][C:33]([CH2:32][CH2:31][NH:30][C:22]2[CH:21]=[C:20]([C:18]3[CH:17]=[C:16]([C:27]([NH2:28])=[O:29])[CH:15]=[C:14]([N:11]4[CH2:12][CH2:13][NH:8][CH2:9][CH2:10]4)[N:19]=3)[CH:25]=[CH:24][N:23]=2)=[CH:34][CH:35]=1, predict the reactants needed to synthesize it. The reactants are: C(OC([N:8]1[CH2:13][CH2:12][N:11]([C:14]2[N:19]=[C:18]([C:20]3[CH:25]=[CH:24][N:23]=[C:22](F)[CH:21]=3)[CH:17]=[C:16]([C:27](=[O:29])[NH2:28])[CH:15]=2)[CH2:10][CH2:9]1)=O)(C)(C)C.[NH2:30][CH2:31][CH2:32][C:33]1[CH:38]=[CH:37][C:36]([OH:39])=[CH:35][CH:34]=1.C(N(C(C)C)C(C)C)C.FC(F)(F)C(O)=O. (3) Given the product [Cl:34][C:30]1[C:31]([F:33])=[CH:32][C:10]2[N:9]=[C:8]([CH:1]([O:42][CH3:41])[C:2]3[CH:7]=[CH:6][CH:5]=[CH:4][CH:3]=3)[N:12]([CH:13]([CH2:23][CH:28]3[CH2:27][CH2:26][S:43][CH2:44][CH2:45]3)[C:14]([NH:16][CH:17]3[CH2:22][CH2:21][CH2:20][CH2:19][CH2:18]3)=[O:15])[C:11]=2[CH:29]=1, predict the reactants needed to synthesize it. The reactants are: [CH2:1]([C:8]1[N:12]([CH:13]([CH:23]2[CH2:28][CH2:27][CH2:26]CC2)[C:14]([NH:16][CH:17]2[CH2:22][CH2:21][CH2:20][CH2:19][CH2:18]2)=[O:15])[C:11]2[CH:29]=[C:30]([Cl:34])[C:31]([F:33])=[CH:32][C:10]=2[N:9]=1)[C:2]1[CH:7]=[CH:6][CH:5]=[CH:4][CH:3]=1.C1([CH:41]=[O:42])CCCCC1.[S:43]1CCC(CC=O)[CH2:45][CH2:44]1.ClC1C=C(CC(O)=O)C=CC=1.COC(C1C=CC=CC=1)C(O)=O. (4) Given the product [Cl:22][C:11]1[C:10]([O:9][CH2:8][CH2:7][N:1]2[CH:5]=[N:4][N:3]=[N:2]2)=[C:20]([Cl:21])[CH:19]=[CH:18][C:12]=1[C:13]([O:15][CH2:16][CH3:17])=[O:14].[Cl:22][C:11]1[C:10]([O:9][CH2:8][CH2:7][N:2]2[NH:3][N:4]=[CH:5][NH:1]2)=[C:20]([Cl:21])[CH:19]=[CH:18][C:12]=1[C:13]([O:15][CH2:16][CH3:17])=[O:14], predict the reactants needed to synthesize it. The reactants are: [NH:1]1[CH:5]=[N:4][N:3]=[N:2]1.Br[CH2:7][CH2:8][O:9][C:10]1[C:11]([Cl:22])=[C:12]([CH:18]=[CH:19][C:20]=1[Cl:21])[C:13]([O:15][CH2:16][CH3:17])=[O:14].C(=O)([O-])[O-].[K+].[K+].[I-].[Na+].